Task: Binary Classification. Given a miRNA mature sequence and a target amino acid sequence, predict their likelihood of interaction.. Dataset: Experimentally validated miRNA-target interactions with 360,000+ pairs, plus equal number of negative samples (1) The miRNA is hsa-miR-8084 with sequence GAAUACUAAGUAAAAAAUCAGUA. The protein sequence of the target gene is MAGPESDAQYQFTGIKKYFNSYTLTGRMNCVLATYGSIALIVLYFKLRSKKTPAVKAT. Result: 0 (no interaction). (2) The miRNA is hsa-miR-4286 with sequence ACCCCACUCCUGGUACC. Result: 1 (interaction). The protein sequence of the target gene is MEGAKPTLQLVYQAVQALYHDPDPSGKERASFWLGELQRSVHAWEISDQLLQIRQDVESCYFAAQTMKMKIQTSFYELPTDSHASLRDSLLTHIQNLKDLSPVIVTQLALAIADLALQMPSWKGCVQTLVEKYSNDVTSLPFLLEILTVLPEEVHSRSLRIGANRRTEIIEDLAFYSSTVVSLLMTCVEKAGTDEKMLMKVFRCLGSWFNLGVLDSNFMANNKLLALLFEVLQQDKTSSNLHEAASDCVCSALYAIENVETNLPLAMQLFQGVLTLETAYHMAVAREDLDKVLNYCRIFT.... (3) The miRNA is hsa-miR-6877-3p with sequence CAGCCUCUGCCCUUGGCCUCC. The protein sequence of the target gene is MVLPTCPMAEFALPRHSAVMERLRRRIELCRRHHSTCEARYEAVSPERLELERQHTFALHQRCIQAKAKRAGKHRQPPAATAPAPAAPAPRLDAADGPEHGRPATHLHDTVKRNLDSATSPQNGDQQNGYGDLFPGHKKTRREAPLGVAISSNGLPPASPLGQSDKPSGADALQSSGKHSLGLDSLNKKRLADSSLHLNGGSNPSESFPLSLNKELKQEPVEDLPCMITGTVGSISQSNLMPDLNLNEQEWKELIEELNRSVPDEDMKDLFNEDFEEKKDPESSGSATQTPLAQDINIKT.... Result: 0 (no interaction). (4) The miRNA is hsa-miR-3621 with sequence CGCGGGUCGGGGUCUGCAGG. The protein sequence of the target gene is MRGLRQGIMKQLPILEPGDKPRKATWYTLTCPGDRPCPRVGHSCSYFPPVGDAESGKIFIVGGANPNQSFSDVHTMDLGTHQWDTATREGLLPRYEHASFLPSCSPHSIWVFGGADQSGNRNCLQVMSPEDRTWSTPEVTGSPPSPRTFHTSSAAIGNQLYVFGGGERGAQPVEDVKLHVFDANTLTWSQPETHGSPPSPRHGHVMVAAGTKLFIHGGLAGDKFFDDLHCIDIGDMSWQKLGPTGAVPVGCAAHAAVAVGHHVYMFGGMTATGALNMMYKYHTEKQHWTVLQFDTSLPAG.... Result: 0 (no interaction). (5) The miRNA is hsa-miR-6783-3p with sequence UUCCUGGGCUUCUCCUCUGUAG. The protein sequence of the target gene is MAAAGPAAGPTGPEPMPSYAQLVQRGWGSALAAARGCTDCGWGLARRGLAEHAHLAPPELLLLALGALGWTALRSAATARLFRPLAKRCCLQPRDAAKMPESAWKFLFYLGSWSYSAYLLFGTDYPFFHDPPSVFYDWTPGMAVPRDIAAAYLLQGSFYGHSIYATLYMDTWRKDSVVMLLHHVVTLILIVSSYAFRYHNVGILVLFLHDISDVQLEFTKLNIYFKSRGGSYHRLHALAADLGCLSFGFSWFWFRLYWFPLKVLYATSHCSLRTVPDIPFYFFFNALLLLLTLMNLYWFL.... Result: 1 (interaction). (6) The miRNA is hsa-miR-6744-3p with sequence GGGCCUCUCUUGUCAUCCUGCAG. The protein sequence of the target gene is MHRVPRLTTPWANRDLQRAWEKTYQDHRKKVQNAQPLVDTHPPQIYSHLCLKFKKLKMEEERLSIIDRNNYLLLQRVASAMKTRGQTDGRNNFTQRRS. Result: 0 (no interaction). (7) The protein sequence of the target gene is MEWGYLLEVTSLLAALAVLQRSSGAAAASAKELACQEITVPLCKGIGYNYTYMPNQFNHDTQDEAGLEVHQFWPLVEIQCSPDLKFFLCSMYTPICLEDYKKPLPPCRSVCERAKAGCAPLMRQYGFAWPDRMRCDRLPEQGNPDTLCMDYNRTDLTTAAPSPPRRLPPPPPPGEQPPSGSGHSRPPGARPPHRGGSSRGSGDAAAAPPSRGGKARPPGGGAAPCEPGCQCRAPMVSVSSERHPLYNRVKTGQIANCALPCHNPFFSQDERAFTVFWIGLWSVLCFVSTFATVSTFLIDM.... The miRNA is hsa-miR-4463 with sequence GAGACUGGGGUGGGGCC. Result: 0 (no interaction).